From a dataset of NCI-60 drug combinations with 297,098 pairs across 59 cell lines. Regression. Given two drug SMILES strings and cell line genomic features, predict the synergy score measuring deviation from expected non-interaction effect. (1) Drug 2: COC1=C2C(=CC3=C1OC=C3)C=CC(=O)O2. Synergy scores: CSS=-11.6, Synergy_ZIP=4.29, Synergy_Bliss=-0.638, Synergy_Loewe=-9.16, Synergy_HSA=-10.2. Cell line: LOX IMVI. Drug 1: CCCCCOC(=O)NC1=NC(=O)N(C=C1F)C2C(C(C(O2)C)O)O. (2) Drug 1: C1=CN(C=N1)CC(O)(P(=O)(O)O)P(=O)(O)O. Drug 2: C1=NNC2=C1C(=O)NC=N2. Cell line: HCC-2998. Synergy scores: CSS=-3.12, Synergy_ZIP=2.25, Synergy_Bliss=-0.502, Synergy_Loewe=-3.23, Synergy_HSA=-5.96. (3) Drug 1: CN1CCC(CC1)COC2=C(C=C3C(=C2)N=CN=C3NC4=C(C=C(C=C4)Br)F)OC. Drug 2: COCCOC1=C(C=C2C(=C1)C(=NC=N2)NC3=CC=CC(=C3)C#C)OCCOC.Cl. Cell line: SK-MEL-28. Synergy scores: CSS=-3.79, Synergy_ZIP=0.840, Synergy_Bliss=1.18, Synergy_Loewe=-2.73, Synergy_HSA=-2.62. (4) Drug 1: CC1=C(C(CCC1)(C)C)C=CC(=CC=CC(=CC(=O)O)C)C. Drug 2: CC(C)CN1C=NC2=C1C3=CC=CC=C3N=C2N. Cell line: MCF7. Synergy scores: CSS=7.02, Synergy_ZIP=-2.22, Synergy_Bliss=1.68, Synergy_Loewe=0.130, Synergy_HSA=0.485. (5) Drug 1: CC(CN1CC(=O)NC(=O)C1)N2CC(=O)NC(=O)C2. Drug 2: C1CN(P(=O)(OC1)NCCCl)CCCl. Cell line: COLO 205. Synergy scores: CSS=52.5, Synergy_ZIP=-4.97, Synergy_Bliss=-8.59, Synergy_Loewe=-31.0, Synergy_HSA=-8.42. (6) Drug 1: C1=CC(=CC=C1CCC2=CNC3=C2C(=O)NC(=N3)N)C(=O)NC(CCC(=O)O)C(=O)O. Drug 2: CCCCC(=O)OCC(=O)C1(CC(C2=C(C1)C(=C3C(=C2O)C(=O)C4=C(C3=O)C=CC=C4OC)O)OC5CC(C(C(O5)C)O)NC(=O)C(F)(F)F)O. Cell line: OVCAR-8. Synergy scores: CSS=45.1, Synergy_ZIP=19.2, Synergy_Bliss=15.7, Synergy_Loewe=10.2, Synergy_HSA=16.0.